This data is from Forward reaction prediction with 1.9M reactions from USPTO patents (1976-2016). The task is: Predict the product of the given reaction. (1) Given the reactants [CH2:1]([O:3][C:4]([N:6]1[C:15]2[C:10](=[N:11][C:12]([O:16][CH3:17])=[CH:13][CH:14]=2)[C@@H:9]([NH:18][C:19]2[N:24]=[C:23]([CH2:25][C:26]3[CH:31]=[C:30]([C:32]([F:35])([F:34])[F:33])[CH:29]=[C:28]([C:36]([F:39])([F:38])[F:37])[CH:27]=3)[C:22]([C:40]3[CH:41]=[N:42][CH:43]=[C:44]([CH:46]=[O:47])[CH:45]=3)=[CH:21][N:20]=2)[CH2:8][C@H:7]1[CH2:48][CH3:49])=[O:5])[CH3:2].CC(=CC)C.O.O.P(O)(O)([O-])=[O:58].[Na+].Cl([O-])=O.[Na+].C(O)(=O)CC(CC(O)=O)(C(O)=O)O, predict the reaction product. The product is: [CH2:1]([O:3][C:4]([N:6]1[C:15]2[C:10](=[N:11][C:12]([O:16][CH3:17])=[CH:13][CH:14]=2)[C@@H:9]([NH:18][C:19]2[N:24]=[C:23]([CH2:25][C:26]3[CH:27]=[C:28]([C:36]([F:38])([F:37])[F:39])[CH:29]=[C:30]([C:32]([F:33])([F:34])[F:35])[CH:31]=3)[C:22]([C:40]3[CH:41]=[N:42][CH:43]=[C:44]([C:46]([OH:58])=[O:47])[CH:45]=3)=[CH:21][N:20]=2)[CH2:8][C@H:7]1[CH2:48][CH3:49])=[O:5])[CH3:2]. (2) Given the reactants [Mg].II.Br[C:5]1[CH:14]=[CH:13][C:12]2[C:7](=[CH:8][CH:9]=[CH:10][CH:11]=2)[CH:6]=1.[CH:15]1[C:24]2[C:19](=[CH:20][CH:21]=[CH:22][CH:23]=2)[CH:18]=[CH:17][C:16]=1[CH:25]=[O:26].Cl, predict the reaction product. The product is: [CH:6]1[C:7]2[C:12](=[CH:11][CH:10]=[CH:9][CH:8]=2)[CH:13]=[CH:14][C:5]=1[CH:25]([C:16]1[CH:17]=[CH:18][C:19]2[C:24](=[CH:23][CH:22]=[CH:21][CH:20]=2)[CH:15]=1)[OH:26]. (3) Given the reactants Br[C:2]1[S:6][CH:5]=[N:4][C:3]=1[C:7]([O:9][CH2:10][CH3:11])=[O:8].[CH3:12][N:13]1[CH:17]=[C:16](B2OC(C)(C)C(C)(C)O2)[CH:15]=[N:14]1.C([O-])([O-])=O.[Na+].[Na+].O, predict the reaction product. The product is: [CH3:12][N:13]1[CH:17]=[C:16]([C:2]2[S:6][CH:5]=[N:4][C:3]=2[C:7]([O:9][CH2:10][CH3:11])=[O:8])[CH:15]=[N:14]1. (4) Given the reactants [F:1][C:2]([F:13])([F:12])[O:3][C:4]1[CH:11]=[CH:10][C:7]([CH:8]=O)=[CH:6][CH:5]=1.[C:14](#[N:18])[CH2:15][C:16]#[N:17].[Cl-].[Na+], predict the reaction product. The product is: [F:1][C:2]([F:13])([F:12])[O:3][C:4]1[CH:11]=[CH:10][C:7]([CH:8]=[C:15]([C:14]#[N:18])[C:16]#[N:17])=[CH:6][CH:5]=1. (5) Given the reactants CC(C)([O-])C.[K+].[CH3:7][C:8]([C:10]1[CH:15]=[CH:14][C:13]([Br:16])=[CH:12][C:11]=1[Cl:17])=O.[Cl-].COC[P+](C1C=CC=CC=1)(C1C=CC=CC=1)C1C=CC=CC=1.Cl.[C:42]([O-:45])(O)=O.[Na+], predict the reaction product. The product is: [Br:16][C:13]1[CH:14]=[CH:15][C:10]([CH:8]([CH3:7])[CH:42]=[O:45])=[C:11]([Cl:17])[CH:12]=1. (6) Given the reactants [CH3:1][O:2][C:3](=[O:30])[C:4]1[CH:9]=[C:8]([CH2:10][NH2:11])[CH:7]=[CH:6][C:5]=1[CH2:12][N:13]([CH2:22][C:23]1[C:28]([CH3:29])=[CH:27][CH:26]=[CH:25][N:24]=1)[CH2:14][C:15]1[C:20]([CH3:21])=[CH:19][CH:18]=[CH:17][N:16]=1.CCN(CC)CC.[CH3:38][S:39](Cl)(=[O:41])=[O:40].C([O-])(O)=O.[Na+], predict the reaction product. The product is: [CH3:1][O:2][C:3](=[O:30])[C:4]1[CH:9]=[C:8]([CH2:10][NH:11][S:39]([CH3:38])(=[O:41])=[O:40])[CH:7]=[CH:6][C:5]=1[CH2:12][N:13]([CH2:14][C:15]1[C:20]([CH3:21])=[CH:19][CH:18]=[CH:17][N:16]=1)[CH2:22][C:23]1[C:28]([CH3:29])=[CH:27][CH:26]=[CH:25][N:24]=1. (7) Given the reactants [N+:1]([C:4]1[CH:9]=[C:8]([C:10]([CH3:13])([CH3:12])[CH3:11])[CH:7]=[CH:6][C:5]=1[OH:14])([O-:3])=[O:2].CCN(CC)CC.[S:22](O[S:22]([C:25]([F:28])([F:27])[F:26])(=[O:24])=[O:23])([C:25]([F:28])([F:27])[F:26])(=[O:24])=[O:23], predict the reaction product. The product is: [C:10]([C:8]1[CH:7]=[CH:6][C:5]([O:14][S:22]([C:25]([F:28])([F:27])[F:26])(=[O:24])=[O:23])=[C:4]([N+:1]([O-:3])=[O:2])[CH:9]=1)([CH3:11])([CH3:13])[CH3:12]. (8) Given the reactants [NH2:1][C:2]([CH3:22])([C:4](=O)[CH2:5][CH:6]([OH:20])[CH2:7][CH2:8][CH2:9][CH2:10][CH2:11][CH2:12][CH2:13][CH2:14][CH2:15][CH2:16][CH2:17][CH2:18][CH3:19])[CH3:3].C([O-])(=O)C.[Na+].Cl.[NH2:29][OH:30], predict the reaction product. The product is: [NH2:1][C:2]([CH3:22])([C:4](=[N:29][OH:30])[CH2:5][CH:6]([OH:20])[CH2:7][CH2:8][CH2:9][CH2:10][CH2:11][CH2:12][CH2:13][CH2:14][CH2:15][CH2:16][CH2:17][CH2:18][CH3:19])[CH3:3]. (9) Given the reactants O=C1C(=O)[NH:10][C:9]2[C:4](=[CH:5][CH:6]=[C:7]([C:13]#[N:14])[CH:8]=2)[NH:3]1.O=S(Cl)Cl.CN(C=O)C.[Cl:24][CH2:25][CH2:26][Cl:27], predict the reaction product. The product is: [Cl:24][C:25]1[C:26]([Cl:27])=[N:10][C:9]2[C:4](=[CH:5][CH:6]=[C:7]([C:13]#[N:14])[CH:8]=2)[N:3]=1.